Dataset: Full USPTO retrosynthesis dataset with 1.9M reactions from patents (1976-2016). Task: Predict the reactants needed to synthesize the given product. Given the product [C:26]([O:25][C:24](=[O:30])[NH:23][C:21]1[N:20]([CH3:19])[C:3](=[O:18])[CH2:4][C@:5]([C:7]2[CH:12]=[C:11]([N+:13]([O-:15])=[O:14])[CH:10]=[CH:9][C:8]=2[F:16])([CH3:6])[N:17]=1)([CH3:29])([CH3:28])[CH3:27], predict the reactants needed to synthesize it. The reactants are: CO[C:3](=[O:18])[CH2:4][C@:5]([NH2:17])([C:7]1[CH:12]=[C:11]([N+:13]([O-:15])=[O:14])[CH:10]=[CH:9][C:8]=1[F:16])[CH3:6].[CH3:19][NH:20][C:21]([NH:23][C:24](=[O:30])[O:25][C:26]([CH3:29])([CH3:28])[CH3:27])=S.